The task is: Predict which catalyst facilitates the given reaction.. This data is from Catalyst prediction with 721,799 reactions and 888 catalyst types from USPTO. Reactant: [NH2:1][C@H:2]1CCCC[C@@H:3]1[NH:8][C:9]1[N:18]=[CH:17][C:16]2[C:11](=[CH:12][CH:13]=[C:14]([C:19]3[CH:20]=[C:21]([CH:28]=[CH:29][C:30]=3[CH3:31])[C:22]([NH:24][CH:25]3[CH2:27][CH2:26]3)=[O:23])[CH:15]=2)[N:10]=1.C(N(C(C)C)C(C)C)C.[CH3:41][O:42][C:43](Cl)=[O:44].C(=O)(O)[O-].[Na+]. Product: [CH:25]1([NH:24][C:22]([C:21]2[CH:28]=[CH:29][C:30]([CH3:31])=[C:19]([C:14]3[CH:15]=[C:16]4[C:11](=[CH:12][CH:13]=3)[N:10]=[C:9]([NH:8][CH2:3][CH2:2][NH:1][C:43](=[O:44])[O:42][CH3:41])[N:18]=[CH:17]4)[CH:20]=2)=[O:23])[CH2:26][CH2:27]1. The catalyst class is: 4.